From a dataset of Reaction yield outcomes from USPTO patents with 853,638 reactions. Predict the reaction yield, written as a fraction of the theoretical maximum amount of product (1.0 means a 100% yield; for example, 0.34 means a 34% yield). (1) The reactants are Cl.[Br:2][C:3]1[S:7][C:6]2=[C:8](C(OC)=O)[N:9]=[CH:10][N:5]2[CH:4]=1.[OH-].[Na+]. The catalyst is C(O)(=O)CC. The product is [Br:2][C:3]1[S:7][C:6]2=[CH:8][N:9]=[CH:10][N:5]2[CH:4]=1. The yield is 0.280. (2) The reactants are [NH2:1][C@@H:2]1[C:10]2[C:5](=[CH:6][CH:7]=[CH:8][CH:9]=2)[CH2:4][C@@H:3]1[OH:11].[C:12]([O:16][C:17](O[C:17]([O:16][C:12]([CH3:15])([CH3:14])[CH3:13])=[O:18])=[O:18])([CH3:15])([CH3:14])[CH3:13]. The catalyst is C(Cl)Cl. The product is [C:12]([O:16][C:17](=[O:18])[NH:1][C@@H:2]1[C:10]2[C:5](=[CH:6][CH:7]=[CH:8][CH:9]=2)[CH2:4][C@@H:3]1[OH:11])([CH3:15])([CH3:14])[CH3:13]. The yield is 1.00.